This data is from Forward reaction prediction with 1.9M reactions from USPTO patents (1976-2016). The task is: Predict the product of the given reaction. (1) Given the reactants [Li+].[OH-].C[O:4][C:5]([C:7]1[CH:8]=[C:9]2[C:13](=[CH:14][C:15]=1[NH:16][C:17](=[O:22])[CH2:18][CH:19]([CH3:21])[CH3:20])[NH:12][CH:11]=[CH:10]2)=[O:6], predict the reaction product. The product is: [CH3:20][CH:19]([CH3:21])[CH2:18][C:17]([NH:16][C:15]1[CH:14]=[C:13]2[C:9]([CH:10]=[CH:11][NH:12]2)=[CH:8][C:7]=1[C:5]([OH:6])=[O:4])=[O:22]. (2) Given the reactants [Cl:1][C:2]1[CH:7]=[CH:6][C:5]([C:8]2[N:9]=[CH:10][C:11]([O:21][CH:22]3[CH2:25][N:24](C(OC(C)(C)C)=O)[CH2:23]3)=[N:12][C:13]=2[C:14]2[CH:19]=[CH:18][C:17]([Cl:20])=[CH:16][CH:15]=2)=[CH:4][CH:3]=1.C(O)(C(F)(F)F)=O, predict the reaction product. The product is: [NH:24]1[CH2:23][CH:22]([O:21][C:11]2[N:12]=[C:13]([C:14]3[CH:19]=[CH:18][C:17]([Cl:20])=[CH:16][CH:15]=3)[C:8]([C:5]3[CH:4]=[CH:3][C:2]([Cl:1])=[CH:7][CH:6]=3)=[N:9][CH:10]=2)[CH2:25]1. (3) Given the reactants [F:1][C:2]1[N:7]=[C:6]([I:8])[C:5]([OH:9])=[CH:4][CH:3]=1.Cl[C:11]1[C:20]2[C:15](=[CH:16][C:17]([O:23][CH3:24])=[C:18]([O:21][CH3:22])[CH:19]=2)[N:14]=[CH:13][CH:12]=1.O, predict the reaction product. The product is: [F:1][C:2]1[N:7]=[C:6]([I:8])[C:5]([O:9][C:11]2[C:20]3[C:15](=[CH:16][C:17]([O:23][CH3:24])=[C:18]([O:21][CH3:22])[CH:19]=3)[N:14]=[CH:13][CH:12]=2)=[CH:4][CH:3]=1. (4) The product is: [CH2:11]([CH:13]1[N:22]([S:23]([C:26]2[CH:31]=[CH:30][C:29]([O:32][CH3:33])=[C:28]([CH3:34])[CH:27]=2)(=[O:25])=[O:24])[C:21]2[C:16](=[CH:17][CH:18]=[C:19]([F:35])[CH:20]=2)[N:15]2[C:36]([CH:4]=[O:5])=[CH:37][CH:38]=[C:14]12)[CH3:12]. Given the reactants CN([CH:4]=[O:5])C.P(Cl)(Cl)(Cl)=O.[CH2:11]([CH:13]1[N:22]([S:23]([C:26]2[CH:31]=[CH:30][C:29]([O:32][CH3:33])=[C:28]([CH3:34])[CH:27]=2)(=[O:25])=[O:24])[C:21]2[C:16](=[CH:17][CH:18]=[C:19]([F:35])[CH:20]=2)[N:15]2[CH:36]=[CH:37][CH:38]=[C:14]12)[CH3:12].O, predict the reaction product. (5) Given the reactants C(O[C:4]([C:6]1[CH:7]=[N:8][C:9]2[C:14]([C:15]=1[NH:16][CH:17]1[CH2:21][CH2:20][CH2:19][CH2:18]1)=[CH:13][CH:12]=[CH:11][C:10]=2[O:22][CH3:23])=[O:5])C.[CH3:24][O:25][C:26]1[CH:31]=[C:30]([O:32][CH3:33])[CH:29]=[CH:28][C:27]=1[N:34]=[C:35]=[O:36], predict the reaction product. The product is: [CH:17]1([N:16]2[C:15]3[C:14]4[CH:13]=[CH:12][CH:11]=[C:10]([O:22][CH3:23])[C:9]=4[N:8]=[CH:7][C:6]=3[C:4](=[O:5])[N:34]([C:27]3[CH:28]=[CH:29][C:30]([O:32][CH3:33])=[CH:31][C:26]=3[O:25][CH3:24])[C:35]2=[O:36])[CH2:18][CH2:19][CH2:20][CH2:21]1. (6) Given the reactants [C:1]1(=[O:7])[CH2:6][CH2:5][CH2:4][CH:3]=[CH:2]1.[C:8]([O:16][CH2:17][CH3:18])(=[O:15])[CH2:9][C:10]([O:12][CH2:13][CH3:14])=[O:11].N12CCCN=C1CCCCC2.CCOC(C)=O, predict the reaction product. The product is: [O:7]=[C:1]1[CH2:6][CH2:5][CH2:4][CH:3]([CH:9]([C:10]([O:12][CH2:13][CH3:14])=[O:11])[C:8]([O:16][CH2:17][CH3:18])=[O:15])[CH2:2]1. (7) Given the reactants Cl[C:2]1[N:3]=[C:4]([NH:25][CH2:26][C:27]2[CH:32]=[CH:31][C:30]([O:33][CH3:34])=[CH:29][C:28]=2[O:35][CH3:36])[C:5](=[O:24])[N:6]([CH:8]2[CH2:13][CH2:12][CH2:11][N:10]([C:14]([O:16][CH2:17][C:18]3[CH:23]=[CH:22][CH:21]=[CH:20][CH:19]=3)=[O:15])[CH2:9]2)[CH:7]=1.C([O:44][C:45]1[CH:50]=[CH:49][C:48]([F:51])=[CH:47][C:46]=1B(O)O)C1C=CC=CC=1.C(=O)([O-])[O-].[Cs+].[Cs+], predict the reaction product. The product is: [CH3:36][O:35][C:28]1[CH:29]=[C:30]([O:33][CH3:34])[CH:31]=[CH:32][C:27]=1[CH2:26][NH:25][C:4]1[C:5](=[O:24])[N:6]([CH:8]2[CH2:13][CH2:12][CH2:11][N:10]([C:14]([O:16][CH2:17][C:18]3[CH:23]=[CH:22][CH:21]=[CH:20][CH:19]=3)=[O:15])[CH2:9]2)[CH:7]=[C:2]([C:50]2[CH:49]=[C:48]([F:51])[CH:47]=[CH:46][C:45]=2[OH:44])[N:3]=1. (8) The product is: [Cl:1][C:2]1[CH:7]=[CH:6][C:5]([F:8])=[CH:4][C:3]=1[C:9]1[N:10]=[C:11]2[NH:16][CH2:15][CH2:14][CH2:13][N:12]2[C:17]=1[C:18]1[N:22]([C:23]2[CH:28]=[CH:27][C:26]([Cl:29])=[CH:25][CH:24]=2)[N:21]=[N:20][N:19]=1. Given the reactants [Cl:1][C:2]1[CH:7]=[CH:6][C:5]([F:8])=[CH:4][C:3]=1[C:9]1[N:10]=[C:11]2[N:16]=[CH:15][CH:14]=[CH:13][N:12]2[C:17]=1[C:18]1[N:22]([C:23]2[CH:28]=[CH:27][C:26]([Cl:29])=[CH:25][CH:24]=2)[N:21]=[N:20][N:19]=1.[H][H], predict the reaction product. (9) Given the reactants Cl[C:2]1[C:11]2[C:6](=[CH:7][CH:8]=[C:9]([CH3:12])[CH:10]=2)[N:5]=[C:4]([N:13]2[CH2:19][C:18]3[CH:20]=[CH:21][CH:22]=[CH:23][C:17]=3[S:16](=[O:25])(=[O:24])[CH2:15][CH2:14]2)[CH:3]=1.[NH2:26][CH2:27][CH:28]([OH:30])[CH3:29], predict the reaction product. The product is: [O:24]=[S:16]1(=[O:25])[C:17]2[CH:23]=[CH:22][CH:21]=[CH:20][C:18]=2[CH2:19][N:13]([C:4]2[CH:3]=[C:2]([NH:26][CH2:27][CH:28]([OH:30])[CH3:29])[C:11]3[C:6](=[CH:7][CH:8]=[C:9]([CH3:12])[CH:10]=3)[N:5]=2)[CH2:14][CH2:15]1. (10) The product is: [CH:19]([N:8]([CH:9]([CH3:10])[CH3:1])[CH2:13][CH3:12])([CH3:20])[CH3:18].[N:3]1[C:4]([CH3:5])=[CH:11][CH:10]=[CH:9][C:6]=1[CH3:7].[Cl:15][CH:14]([Cl:16])[CH3:1]. Given the reactants [CH2:1]([N:3]([CH2:6][CH3:7])[CH2:4][CH3:5])C.[N:8]1[CH:13]=[CH:12][CH:11]=[CH:10][CH:9]=1.[CH2:14]([Cl:16])[Cl:15].O1C[CH2:20][CH2:19][CH2:18]1, predict the reaction product.